This data is from Full USPTO retrosynthesis dataset with 1.9M reactions from patents (1976-2016). The task is: Predict the reactants needed to synthesize the given product. (1) Given the product [Br:1][C:2]1[C:3]([CH2:10][OH:11])=[N:4][C:5]([S:8][CH3:9])=[N:6][CH:7]=1, predict the reactants needed to synthesize it. The reactants are: [Br:1][C:2]1[C:3]([C:10](OC)=[O:11])=[N:4][C:5]([S:8][CH3:9])=[N:6][CH:7]=1.[H-].C([Al+]CC(C)C)C(C)C. (2) The reactants are: Cl[C:2]1[N:7]=[CH:6][C:5]([C:8]2[CH:9]=[N:10][C:11]([O:14][CH3:15])=[CH:12][CH:13]=2)=[C:4]([NH2:16])[CH:3]=1.CC1(C)C(C)(C)OC([C:25]2[CH2:26][CH2:27][O:28][CH2:29][CH:30]=2)O1.C1(P(C2CCCCC2)C2CCCCC2)CCCCC1.[O-]P([O-])([O-])=O.[K+].[K+].[K+]. Given the product [O:28]1[CH2:27][CH:26]=[C:25]([C:2]2[N:7]=[CH:6][C:5]([C:8]3[CH:9]=[N:10][C:11]([O:14][CH3:15])=[CH:12][CH:13]=3)=[C:4]([NH2:16])[CH:3]=2)[CH2:30][CH2:29]1, predict the reactants needed to synthesize it. (3) Given the product [ClH:54].[CH:33]1([CH2:36][N:28]2[CH2:29][CH2:30][CH:25]([NH:24][C:15]3[CH:16]=[C:17]([C:20]([F:22])([F:23])[F:21])[CH:18]=[CH:19][C:14]=3[C:13]([NH:12][C:9]3[CH:10]=[C:11]4[C:6]([CH2:5][CH2:4][C:3](=[O:32])[N:2]4[CH3:1])=[CH:7][CH:8]=3)=[O:31])[CH2:26][CH2:27]2)[CH2:35][CH2:34]1, predict the reactants needed to synthesize it. The reactants are: [CH3:1][N:2]1[C:11]2[C:6](=[CH:7][CH:8]=[C:9]([NH:12][C:13](=[O:31])[C:14]3[CH:19]=[CH:18][C:17]([C:20]([F:23])([F:22])[F:21])=[CH:16][C:15]=3[NH:24][CH:25]3[CH2:30][CH2:29][NH:28][CH2:27][CH2:26]3)[CH:10]=2)[CH2:5][CH2:4][C:3]1=[O:32].[CH:33]1([CH:36]=O)[CH2:35][CH2:34]1.C(O[BH-](OC(=O)C)OC(=O)C)(=O)C.[Na+].[OH-].[Na+].[Cl:54]CCCl. (4) Given the product [NH2:1][C:2]1[CH:3]=[C:4]([CH:7]=[CH:8][CH:9]=1)[CH:5]=[N:12][OH:11], predict the reactants needed to synthesize it. The reactants are: [NH2:1][C:2]1[CH:3]=[C:4]([CH:7]=[CH:8][CH:9]=1)[CH:5]=O.Cl.[OH:11][NH2:12].CC([O-])=O.[Na+].